The task is: Predict the product of the given reaction.. This data is from Forward reaction prediction with 1.9M reactions from USPTO patents (1976-2016). (1) Given the reactants [CH2:1]([O:3][P:4](/[CH:9]=[CH:10]/[C:11](=[CH2:22])[CH2:12][CH2:13][O:14][Si](C(C)(C)C)(C)C)(=[O:8])[O:5][CH2:6][CH3:7])[CH3:2].[F-].C([N+](CCCC)(CCCC)CCCC)CCC.O1CCCC1, predict the reaction product. The product is: [CH2:6]([O:5][P:4](/[CH:9]=[CH:10]/[C:11](=[CH2:22])[CH2:12][CH2:13][OH:14])(=[O:8])[O:3][CH2:1][CH3:2])[CH3:7]. (2) Given the reactants Cl[CH2:2][Si:3]([CH3:33])([CH3:32])[CH2:4][CH2:5][C:6]1[C:18]2[CH2:17][N:16]3[C:11](=[CH:12][C:13]4[C@:23]([CH2:25][CH3:26])([OH:24])[C:22](=[O:27])[O:21][CH2:20][C:14]=4[C:15]3=[O:19])[C:10]=2[N:9]=[C:8]2[CH:28]=[CH:29][CH:30]=[CH:31][C:7]=12.[N-:34]=[N+:35]=[N-:36].[Na+], predict the reaction product. The product is: [N:34]([CH2:2][Si:3]([CH3:33])([CH3:32])[CH2:4][CH2:5][C:6]1[C:18]2[CH2:17][N:16]3[C:11](=[CH:12][C:13]4[C@:23]([CH2:25][CH3:26])([OH:24])[C:22](=[O:27])[O:21][CH2:20][C:14]=4[C:15]3=[O:19])[C:10]=2[N:9]=[C:8]2[CH:28]=[CH:29][CH:30]=[CH:31][C:7]=12)=[N+:35]=[N-:36]. (3) Given the reactants [NH2:1][C:2]1[CH:7]=[CH:6][C:5]([C:8]([NH:10][S:11]([C:14]2[S:15][C:16]([Cl:19])=[CH:17][CH:18]=2)(=[O:13])=[O:12])=[O:9])=[CH:4][CH:3]=1.[C:20]1(=O)[O:25][C:23](=[O:24])[C:22]2=[CH:26][CH:27]=[CH:28][CH:29]=[C:21]12, predict the reaction product. The product is: [O:24]=[C:23]1[C:22]2[CH:26]=[CH:27][CH:28]=[CH:29][C:21]=2[C:20](=[O:25])[N:1]1[C:2]1[CH:7]=[CH:6][C:5]([C:8]([NH:10][S:11]([C:14]2[S:15][C:16]([Cl:19])=[CH:17][CH:18]=2)(=[O:13])=[O:12])=[O:9])=[CH:4][CH:3]=1. (4) The product is: [CH2:1]1[CH:5]2[CH2:6][CH2:7][CH2:8][CH:4]2[CH2:3][N:2]1[C:9]([O:11][C:12]1[CH:13]=[C:14]2[C:17](=[CH:18][CH:19]=1)[CH:16]([CH2:20][NH:21][CH2:22][CH2:23][C:24]([N:26]1[CH2:32][CH2:31][C:30]3[CH:33]=[C:34]([O:39][CH3:40])[C:35]([O:37][CH3:38])=[CH:36][C:29]=3[CH2:28][CH2:27]1)=[O:25])[CH2:15]2)=[O:10]. Given the reactants [CH2:1]1[CH:5]2[CH2:6][CH2:7][CH2:8][CH:4]2[CH2:3][N:2]1[C:9]([O:11][C:12]1[CH:13]=[C:14]2[C:17](=[CH:18][CH:19]=1)[CH:16]([CH2:20][N:21](C(OC(C)(C)C)=O)[CH2:22][CH2:23][C:24]([N:26]1[CH2:32][CH2:31][C:30]3[CH:33]=[C:34]([O:39][CH3:40])[C:35]([O:37][CH3:38])=[CH:36][C:29]=3[CH2:28][CH2:27]1)=[O:25])[CH2:15]2)=[O:10], predict the reaction product. (5) The product is: [I:14][C:10]1[C:5]([NH:4][CH:1]([CH3:3])[CH3:2])=[N:6][C:7]([S:12][CH3:13])=[N:8][C:9]=1[CH3:11]. Given the reactants [CH:1]([NH:4][C:5]1[CH:10]=[C:9]([CH3:11])[N:8]=[C:7]([S:12][CH3:13])[N:6]=1)([CH3:3])[CH3:2].[I:14]Cl, predict the reaction product. (6) Given the reactants [C:1]([O:5][C:6]([N:8]1[CH2:13][CH2:12][CH:11]([C:14]([OH:16])=O)[CH2:10][CH2:9]1)=[O:7])([CH3:4])([CH3:3])[CH3:2].C1C=CC2N(O)N=NC=2C=1.CCN=C=NCCCN(C)C.[CH2:38]([O:40][C:41]1[CH:46]=[CH:45][CH:44]=[CH:43][C:42]=1[C:47]1[N:52]=[CH:51][N:50]=[C:49]([NH2:53])[CH:48]=1)[CH3:39], predict the reaction product. The product is: [C:1]([O:5][C:6]([N:8]1[CH2:9][CH2:10][CH:11]([C:14](=[O:16])[NH:53][C:49]2[CH:48]=[C:47]([C:42]3[CH:43]=[CH:44][CH:45]=[CH:46][C:41]=3[O:40][CH2:38][CH3:39])[N:52]=[CH:51][N:50]=2)[CH2:12][CH2:13]1)=[O:7])([CH3:2])([CH3:3])[CH3:4].